The task is: Predict the reactants needed to synthesize the given product.. This data is from Full USPTO retrosynthesis dataset with 1.9M reactions from patents (1976-2016). (1) The reactants are: [NH2:1][C:2]12[CH2:9][CH2:8][C:5]([CH2:10][CH2:11][C:12]3[C:13]([F:29])=[CH:14][N:15]=[C:16]4[C:21]=3[N:20]=[C:19]([O:22][CH2:23][C:24]3([C:27]#[N:28])[CH2:26][CH2:25]3)[CH:18]=[CH:17]4)([CH2:6][CH2:7]1)[O:4][CH2:3]2.[O:30]=[C:31]1[CH2:36][O:35][C:34]2[CH:37]=[CH:38][C:39]([CH:41]=O)=[N:40][C:33]=2[NH:32]1. Given the product [F:29][C:13]1[C:12]([CH2:11][CH2:10][C:5]23[CH2:8][CH2:9][C:2]([NH:1][CH2:41][C:39]4[CH:38]=[CH:37][C:34]5[O:35][CH2:36][C:31](=[O:30])[NH:32][C:33]=5[N:40]=4)([CH2:7][CH2:6]2)[CH2:3][O:4]3)=[C:21]2[C:16]([CH:17]=[CH:18][C:19]([O:22][CH2:23][C:24]3([C:27]#[N:28])[CH2:25][CH2:26]3)=[N:20]2)=[N:15][CH:14]=1, predict the reactants needed to synthesize it. (2) Given the product [Cl:38][C:34]1[CH:35]=[CH:36][CH:37]=[C:4]([Cl:3])[C:5]=1[C:6]([NH:8][C@H:9]([C:30]([OH:32])=[O:31])[CH2:10][C:11]1[CH:12]=[CH:13][C:14]([N:17]2[CH2:18][CH:19]([CH2:21][C:22]3[CH:27]=[CH:26][CH:25]=[C:24]([NH:28][CH3:29])[N:23]=3)[CH2:20]2)=[CH:15][CH:16]=1)=[O:7], predict the reactants needed to synthesize it. The reactants are: [OH-].[Na+].[Cl:3][C:4]1[CH:37]=[CH:36][CH:35]=[C:34]([Cl:38])[C:5]=1[C:6]([NH:8][C@H:9]([C:30]([O:32]C)=[O:31])[CH2:10][C:11]1[CH:16]=[CH:15][C:14]([N:17]2[CH2:20][CH:19]([CH2:21][C:22]3[CH:27]=[CH:26][CH:25]=[C:24]([NH:28][CH3:29])[N:23]=3)[CH2:18]2)=[CH:13][CH:12]=1)=[O:7]. (3) Given the product [CH2:3]([N:32]1[C:31]2[CH:33]=[CH:34][CH:35]=[CH:36][C:30]=2[N:29]=[CH:28]1)[CH2:4][CH3:5], predict the reactants needed to synthesize it. The reactants are: CN(C)[CH2:3][CH2:4][C:5]1C=CC=CN=1.CNCCC1C=CC=CN=1.N1C=CC=CC=1[C:28]1[NH:32][C:31]2[CH:33]=[CH:34][CH:35]=[CH:36][C:30]=2[N:29]=1.CN(C)CC1C=CC=CN=1. (4) The reactants are: [F:1][C:2]1[CH:7]=[CH:6][C:5]([C:8]2([C:13]([OH:15])=O)[CH2:12][CH2:11][CH2:10][CH2:9]2)=[CH:4][CH:3]=1.[CH3:16][NH:17][CH2:18][C:19]1[S:20][CH:21]=[CH:22][CH:23]=1.C(N(CC)CC)C.CCN=C=NCCCN(C)C. Given the product [F:1][C:2]1[CH:3]=[CH:4][C:5]([C:8]2([C:13]([N:17]([CH3:16])[CH2:18][C:19]3[S:20][CH:21]=[CH:22][CH:23]=3)=[O:15])[CH2:9][CH2:10][CH2:11][CH2:12]2)=[CH:6][CH:7]=1, predict the reactants needed to synthesize it. (5) Given the product [CH2:1]([O:3][C:4](=[O:32])[CH2:5][O:6][C:7]1[CH:12]=[CH:11][C:10]([S:13][CH2:14][C:15]2[CH:20]=[C:19]([C:21]#[C:22][CH2:23][N:24]3[CH2:29][CH2:28][O:27][CH2:26][CH2:25]3)[CH:18]=[C:17]([O:30][CH2:40][C:37]3[CH:38]=[CH:39][C:34]([F:33])=[CH:35][CH:36]=3)[CH:16]=2)=[CH:9][C:8]=1[CH3:31])[CH3:2], predict the reactants needed to synthesize it. The reactants are: [CH2:1]([O:3][C:4](=[O:32])[CH2:5][O:6][C:7]1[CH:12]=[CH:11][C:10]([S:13][CH2:14][C:15]2[CH:20]=[C:19]([C:21]#[C:22][CH2:23][N:24]3[CH2:29][CH2:28][O:27][CH2:26][CH2:25]3)[CH:18]=[C:17]([OH:30])[CH:16]=2)=[CH:9][C:8]=1[CH3:31])[CH3:2].[F:33][C:34]1[CH:39]=[CH:38][C:37]([CH2:40]OC)=[CH:36][CH:35]=1.C(P(CCCC)CCCC)CCC.N(C(N1CCCCC1)=O)=NC(N1CCCCC1)=O. (6) Given the product [Cl:1][C:2]1[C:10]([C:11]2([C:14]#[N:15])[CH2:13][CH2:12]2)=[CH:9][CH:8]=[CH:7][C:3]=1[C:4]([NH:21][C:22]1[CH:27]=[C:26]([OH:28])[C:25]([F:29])=[CH:24][C:23]=1[F:30])=[O:6], predict the reactants needed to synthesize it. The reactants are: [Cl:1][C:2]1[C:10]([C:11]2([C:14]#[N:15])[CH2:13][CH2:12]2)=[CH:9][CH:8]=[CH:7][C:3]=1[C:4]([OH:6])=O.CN(C)C=O.[NH2:21][C:22]1[C:23]([F:30])=[CH:24][C:25]([F:29])=[C:26]([OH:28])[CH:27]=1.C(=O)([O-])O.[Na+]. (7) The reactants are: O.[NH2:2][NH2:3].C(O[CH:7]=[C:8]([C:14](=O)[C:15]([F:18])([F:17])[F:16])[C:9]([O:11][CH2:12][CH3:13])=[O:10])C. Given the product [F:16][C:15]([F:18])([F:17])[C:14]1[C:8]([C:9]([O:11][CH2:12][CH3:13])=[O:10])=[CH:7][NH:3][N:2]=1, predict the reactants needed to synthesize it. (8) Given the product [CH2:41]([N:48]1[CH2:53][CH2:52][N:51]([C:30]([C@@H:25]2[CH2:24][C@:23]3([C:33]4[CH:34]=[CH:35][CH:36]=[CH:37][CH:38]=4)[NH:29][C@H:26]2[CH2:27][CH2:28][C@H:22]3[O:21][CH2:20][C:12]2[CH:11]=[C:10]([C:9]([F:39])([F:8])[F:40])[CH:15]=[C:14]([C:16]([F:18])([F:19])[F:17])[CH:13]=2)=[O:32])[CH2:50][CH2:49]1)[C:42]1[CH:43]=[CH:44][CH:45]=[CH:46][CH:47]=1, predict the reactants needed to synthesize it. The reactants are: FC(F)(F)C(O)=O.[F:8][C:9]([F:40])([F:39])[C:10]1[CH:11]=[C:12]([CH2:20][O:21][C@@H:22]2[CH2:28][CH2:27][C@@H:26]3[NH:29][C@@:23]2([C:33]2[CH:38]=[CH:37][CH:36]=[CH:35][CH:34]=2)[CH2:24][C@H:25]3[C:30]([OH:32])=O)[CH:13]=[C:14]([C:16]([F:19])([F:18])[F:17])[CH:15]=1.[CH2:41]([N:48]1[CH2:53][CH2:52][NH:51][CH2:50][CH2:49]1)[C:42]1[CH:47]=[CH:46][CH:45]=[CH:44][CH:43]=1.C(N(CC)CC)C.Cl.CN(C)CCCN=C=NCC. (9) Given the product [NH2:4][C:5]1[CH:14]=[C:13]2[C:8]([C:9]([N:15]3[CH2:16][CH2:17][N:18]([C:21]([NH:23][C:24]4[CH:29]=[CH:28][C:27]([F:30])=[CH:26][CH:25]=4)=[O:22])[CH2:19][CH2:20]3)=[CH:10][CH:11]=[N:12]2)=[CH:7][CH:6]=1, predict the reactants needed to synthesize it. The reactants are: C([NH:4][C:5]1[CH:14]=[C:13]2[C:8]([C:9]([N:15]3[CH2:20][CH2:19][N:18]([C:21]([NH:23][C:24]4[CH:29]=[CH:28][C:27]([F:30])=[CH:26][CH:25]=4)=[O:22])[CH2:17][CH2:16]3)=[CH:10][CH:11]=[N:12]2)=[CH:7][CH:6]=1)(=O)C.FC(F)(F)C([O-])=O.